Dataset: Peptide-MHC class I binding affinity with 185,985 pairs from IEDB/IMGT. Task: Regression. Given a peptide amino acid sequence and an MHC pseudo amino acid sequence, predict their binding affinity value. This is MHC class I binding data. (1) The peptide sequence is FQESFYEDIA. The MHC is HLA-A02:02 with pseudo-sequence HLA-A02:02. The binding affinity (normalized) is 0.275. (2) The peptide sequence is AEEQKLPINA. The MHC is Patr-B2401 with pseudo-sequence Patr-B2401. The binding affinity (normalized) is 0.